Predict the product of the given reaction. From a dataset of Forward reaction prediction with 1.9M reactions from USPTO patents (1976-2016). (1) Given the reactants Cl[C:2]1[N:7]=[N:6][C:5]([C:8]([O:10][CH3:11])=[O:9])=[CH:4][CH:3]=1.CC1(C)C(C)(C)OB([C:20]2[N:25]=[C:24]([C:26]#[N:27])[CH:23]=[CH:22][CH:21]=2)O1.C([O-])([O-])=O.[K+].[K+], predict the reaction product. The product is: [C:26]([C:24]1[N:25]=[C:20]([C:2]2[N:7]=[N:6][C:5]([C:8]([O:10][CH3:11])=[O:9])=[CH:4][CH:3]=2)[CH:21]=[CH:22][CH:23]=1)#[N:27]. (2) Given the reactants [Cl:1][C:2]1[C:7]([C:8]([F:11])([F:10])[F:9])=[CH:6][CH:5]=[C:4](Cl)[N:3]=1.O1CCOCC1.C(=O)([O-])[O-].[Na+].[Na+].[CH2:25]([C:27]1[CH:32]=[CH:31][C:30](B(O)O)=[CH:29][CH:28]=1)[CH3:26], predict the reaction product. The product is: [Cl:1][C:2]1[C:7]([C:8]([F:11])([F:10])[F:9])=[CH:6][CH:5]=[C:4]([C:30]2[CH:31]=[CH:32][C:27]([CH2:25][CH3:26])=[CH:28][CH:29]=2)[N:3]=1. (3) Given the reactants [NH2:1][C:2]1[CH:3]=[C:4]([CH:8]=[C:9]([CH3:11])[CH:10]=1)[C:5]([NH2:7])=[O:6].[CH3:12][O:13][C:14]1[CH:15]=[C:16](B(O)O)[CH:17]=[CH:18][C:19]=1[O:20][CH3:21].O.[C:26]([OH:30])(=[O:29])[CH:27]=O, predict the reaction product. The product is: [C:5]([C:4]1[CH:3]=[C:2]([NH:1][CH:27]([C:16]2[CH:17]=[CH:18][C:19]([O:20][CH3:21])=[C:14]([O:13][CH3:12])[CH:15]=2)[C:26]([OH:30])=[O:29])[CH:10]=[C:9]([CH3:11])[CH:8]=1)(=[O:6])[NH2:7]. (4) Given the reactants [N+:1]([C:4]1[N:9]=[CH:8][C:7]([N:10]2[CH2:15][CH2:14][O:13][CH2:12][CH2:11]2)=[CH:6][CH:5]=1)([O-])=O.C(O)C, predict the reaction product. The product is: [O:13]1[CH2:14][CH2:15][N:10]([C:7]2[CH:6]=[CH:5][C:4]([NH2:1])=[N:9][CH:8]=2)[CH2:11][CH2:12]1. (5) Given the reactants Br.Br[CH:3]([C:13]1[CH:18]=[CH:17][N:16]=[C:15]([NH:19][C:20]([O:22][C:23]([CH3:26])([CH3:25])[CH3:24])=[O:21])[CH:14]=1)[C:4]([C:6]1[CH:11]=[CH:10][CH:9]=[C:8]([Br:12])[CH:7]=1)=O.[C:27]([NH2:31])(=[S:30])[CH2:28][CH3:29].C(=O)([O-])O.[Na+], predict the reaction product. The product is: [Br:12][C:8]1[CH:7]=[C:6]([C:4]2[N:31]=[C:27]([CH2:28][CH3:29])[S:30][C:3]=2[C:13]2[CH:18]=[CH:17][N:16]=[C:15]([NH:19][C:20]([O:22][C:23]([CH3:26])([CH3:25])[CH3:24])=[O:21])[CH:14]=2)[CH:11]=[CH:10][CH:9]=1.[NH2:19][C:15]1[CH:14]=[C:13]([C:3]2[S:30][C:27]([CH2:28][CH3:29])=[N:31][C:4]=2[C:6]2[CH:11]=[CH:10][CH:9]=[C:8]([Br:12])[CH:7]=2)[CH:18]=[CH:17][N:16]=1. (6) Given the reactants [C:1]([C:5]1[CH:9]=[C:8]([NH:10][C:11](=[O:16])[C:12]([F:15])([F:14])[F:13])[N:7]([CH2:17][CH:18]2[CH2:20][CH2:19]2)[N:6]=1)([CH3:4])([CH3:3])[CH3:2].S(OC)(O[CH3:25])(=O)=O.C(OCC)(=O)C.CO, predict the reaction product. The product is: [C:1]([C:5]1[N:6]([CH3:25])[N:7]([CH2:17][CH:18]2[CH2:19][CH2:20]2)/[C:8](=[N:10]/[C:11](=[O:16])[C:12]([F:15])([F:14])[F:13])/[CH:9]=1)([CH3:4])([CH3:2])[CH3:3].